This data is from Reaction yield outcomes from USPTO patents with 853,638 reactions. The task is: Predict the reaction yield, written as a fraction of the theoretical maximum amount of product (1.0 means a 100% yield; for example, 0.34 means a 34% yield). The reactants are [CH3:1][S:2]([C:5]1[CH:6]=[C:7]([C:11]2[N:16]3[N:17]=[C:18]([NH:20][C:21]4[CH:26]=[CH:25][C:24]([CH2:27][OH:28])=[CH:23][CH:22]=4)[N:19]=[C:15]3[CH:14]=[CH:13][CH:12]=2)[CH:8]=[CH:9][CH:10]=1)(=[O:4])=[O:3].[OH-].[K+].I[CH3:32]. The catalyst is CS(C)=O. The product is [CH3:32][O:28][CH2:27][C:24]1[CH:23]=[CH:22][C:21]([NH:20][C:18]2[N:19]=[C:15]3[CH:14]=[CH:13][CH:12]=[C:11]([C:7]4[CH:8]=[CH:9][CH:10]=[C:5]([S:2]([CH3:1])(=[O:4])=[O:3])[CH:6]=4)[N:16]3[N:17]=2)=[CH:26][CH:25]=1. The yield is 0.120.